This data is from Reaction yield outcomes from USPTO patents with 853,638 reactions. The task is: Predict the reaction yield, written as a fraction of the theoretical maximum amount of product (1.0 means a 100% yield; for example, 0.34 means a 34% yield). (1) The reactants are [O:1]1[CH:6]=[CH:5][CH2:4][CH2:3][CH2:2]1.[Br:7][CH2:8][CH2:9][CH2:10][C:11]([CH3:15])([CH3:14])[CH2:12][OH:13].C([O-])(O)=O.[Na+]. The catalyst is C(Cl)Cl.CC1C=CC(S(O)(=O)=O)=CC=1.O. The product is [Br:7][CH2:8][CH2:9][CH2:10][C:11]([CH3:15])([CH3:14])[CH2:12][O:13][CH:6]1[CH2:5][CH2:4][CH2:3][CH2:2][O:1]1. The yield is 0.800. (2) The reactants are P(Br)(Br)Br.O[CH2:6][C:7]1[CH:12]=[C:11]([N:13]=[N:14][C:15]2[CH:20]=[CH:19][C:18]([N+:21]([O-:23])=[O:22])=[CH:17][CH:16]=2)[CH:10]=[CH:9][C:8]=1[OH:24].CC[N:27]([CH2:30][CH3:31])[CH2:28][CH3:29]. The catalyst is CC#N. The product is [N+:21]([C:18]1[CH:19]=[CH:20][C:15]([N:14]=[N:13][C:11]2[CH:10]=[CH:9][C:8]3[O:24][C:30]4([C:31]5[CH:19]=[CH:20][CH:15]=[CH:16][CH:17]=5)[C:11]([CH3:12])([CH3:10])[C:29]5[C:28]([N:27]4[CH2:6][C:7]=3[CH:12]=2)=[CH:9][CH:8]=[CH:7][CH:6]=5)=[CH:16][CH:17]=1)([O-:23])=[O:22]. The yield is 0.510. (3) The reactants are [Cl-].O[NH3+:3].[C:4](=[O:7])([O-])[OH:5].[Na+].CS(C)=O.[OH:13][C:14]([C:17]1([O:20][C@H:21]2[CH2:26][CH2:25][C@H:24]([N:27]3[C:32](=[O:33])[C:31]([CH2:34][C:35]4[CH:40]=[CH:39][C:38]([C:41]5[C:42]([C:47]#[N:48])=[CH:43][CH:44]=[CH:45][CH:46]=5)=[CH:37][CH:36]=4)=[C:30]([CH2:49][CH2:50][CH3:51])[N:29]4[N:52]=[CH:53][N:54]=[C:28]34)[CH2:23][CH2:22]2)[CH2:19][CH2:18]1)([CH3:16])[CH3:15]. The catalyst is O.C(OCC)(=O)C. The product is [OH:13][C:14]([C:17]1([O:20][C@H:21]2[CH2:22][CH2:23][C@H:24]([N:27]3[C:32](=[O:33])[C:31]([CH2:34][C:35]4[CH:36]=[CH:37][C:38]([C:41]5[CH:46]=[CH:45][CH:44]=[CH:43][C:42]=5[C:47]5[NH:3][C:4](=[O:7])[O:5][N:48]=5)=[CH:39][CH:40]=4)=[C:30]([CH2:49][CH2:50][CH3:51])[N:29]4[N:52]=[CH:53][N:54]=[C:28]34)[CH2:25][CH2:26]2)[CH2:18][CH2:19]1)([CH3:16])[CH3:15]. The yield is 0.450. (4) The reactants are [Cl:1][C:2]1[CH:7]=[CH:6][C:5]([OH:8])=[CH:4][N:3]=1.C(=O)([O-])[O-].[K+].[K+].[CH3:15][O:16][C:17]1[CH:24]=[CH:23][C:20]([CH2:21]Cl)=[CH:19][CH:18]=1.C(OCC)(=O)C. The catalyst is CN(C)C=O.O. The product is [Cl:1][C:2]1[CH:7]=[CH:6][C:5]([O:8][CH2:21][C:20]2[CH:23]=[CH:24][C:17]([O:16][CH3:15])=[CH:18][CH:19]=2)=[CH:4][N:3]=1. The yield is 0.640. (5) The reactants are [NH:1]([C:5]1[CH:11]=[CH:10][C:8]([OH:9])=[CH:7][CH:6]=1)[C:2]([CH3:4])=[O:3].C([O-])([O-])=O.[K+].[K+].[I-].[Na+].Cl[CH:21]([CH3:26])[C:22]([O:24][CH3:25])=[O:23]. The catalyst is CC(C)=O. The product is [CH3:25][O:24][C:22](=[O:23])[CH:21]([O:9][C:8]1[CH:10]=[CH:11][C:5]([NH:1][C:2](=[O:3])[CH3:4])=[CH:6][CH:7]=1)[CH3:26]. The yield is 0.404. (6) The reactants are [F:1][C:2]1[C:7]([S:8]([CH3:11])(=[O:10])=[O:9])=[CH:6][CH:5]=[CH:4][C:3]=1[CH:12]1[CH2:17][CH2:16][NH:15][CH2:14][CH2:13]1.C(=O)([O-])[O-].[K+].[K+].I[CH2:25][CH2:26][CH3:27].O. The catalyst is C(#N)C. The product is [F:1][C:2]1[C:7]([S:8]([CH3:11])(=[O:10])=[O:9])=[CH:6][CH:5]=[CH:4][C:3]=1[CH:12]1[CH2:17][CH2:16][N:15]([CH2:25][CH2:26][CH3:27])[CH2:14][CH2:13]1. The yield is 0.790. (7) The yield is 0.910. The reactants are [Br:1][C:2]1[CH:3]=[CH:4][C:5](/[CH:9]=[N:10]/[C:11]2[CH:16]=[CH:15][CH:14]=[CH:13][CH:12]=2)=[C:6]([OH:8])[CH:7]=1.C(=O)([O-])[O-].[K+].[K+].[CH2:23](Br)[C:24]1[CH:29]=[CH:28][CH:27]=[CH:26][CH:25]=1. The catalyst is CN(C)C=O. The product is [CH2:23]([O:8][C:6]1[CH:7]=[C:2]([Br:1])[CH:3]=[CH:4][C:5]=1/[CH:9]=[N:10]/[C:11]1[CH:12]=[CH:13][CH:14]=[CH:15][CH:16]=1)[C:24]1[CH:29]=[CH:28][CH:27]=[CH:26][CH:25]=1. (8) The reactants are [C:1]([C:3]1[CH:4]=[C:5]([C:22]([CH3:24])=[CH2:23])[C:6]2[O:10][C:9]([C:11]3[CH:20]=[CH:19][C:14]([C:15]([O:17][CH3:18])=[O:16])=[CH:13][CH:12]=3)=[N:8][C:7]=2[CH:21]=1)#[N:2].[H][H]. The catalyst is [Pd].O1CCCC1. The product is [C:1]([C:3]1[CH:4]=[C:5]([CH:22]([CH3:24])[CH3:23])[C:6]2[O:10][C:9]([C:11]3[CH:20]=[CH:19][C:14]([C:15]([O:17][CH3:18])=[O:16])=[CH:13][CH:12]=3)=[N:8][C:7]=2[CH:21]=1)#[N:2]. The yield is 0.990. (9) The product is [N+:1]([C:4]1[CH:5]=[CH:6][C:7]([N:10]2[CH2:11][CH2:12][N:13]([C:16]([N:28]3[CH2:33][CH2:32][CH2:31][CH2:30][CH2:29]3)=[O:18])[CH2:14][CH2:15]2)=[CH:8][CH:9]=1)([O-:3])=[O:2]. No catalyst specified. The yield is 0.844. The reactants are [N+:1]([C:4]1[CH:9]=[CH:8][C:7]([N:10]2[CH2:15][CH2:14][N:13]([C:16]([O:18]C3C=CC([N+]([O-])=O)=CC=3)=O)[CH2:12][CH2:11]2)=[CH:6][CH:5]=1)([O-:3])=[O:2].[NH:28]1[CH2:33][CH2:32][CH2:31][CH2:30][CH2:29]1.